This data is from Forward reaction prediction with 1.9M reactions from USPTO patents (1976-2016). The task is: Predict the product of the given reaction. Given the reactants [O:1]1[C:10]2[C:5](=[CH:6][CH:7]=[CH:8][CH:9]=2)[CH:4]([NH2:11])[CH2:3][CH2:2]1.[Br:12]Br, predict the reaction product. The product is: [Br:12][C:7]1[CH:6]=[C:5]2[C:10](=[CH:9][CH:8]=1)[O:1][CH2:2][CH2:3][CH:4]2[NH2:11].